Dataset: Catalyst prediction with 721,799 reactions and 888 catalyst types from USPTO. Task: Predict which catalyst facilitates the given reaction. (1) Reactant: [C:1]1([C:7]2[C:15]3[N:14]=[C:13]([CH:16]=[O:17])[NH:12][C:11]=3[C:10]([C:18]3[CH:23]=[CH:22][CH:21]=[CH:20][CH:19]=3)=[CH:9][CH:8]=2)[CH:6]=[CH:5][CH:4]=[CH:3][CH:2]=1.[C:24]([O-])([O-])=O.[K+].[K+].S(OC)(OC)(=O)=O.O. Product: [CH3:24][N:12]1[C:11]2[C:10]([C:18]3[CH:19]=[CH:20][CH:21]=[CH:22][CH:23]=3)=[CH:9][CH:8]=[C:7]([C:1]3[CH:2]=[CH:3][CH:4]=[CH:5][CH:6]=3)[C:15]=2[N:14]=[C:13]1[CH:16]=[O:17]. The catalyst class is: 3. (2) Reactant: [CH2:1]([O:3][C:4](=[O:40])[C:5]([CH3:39])([CH3:38])[CH2:6][C:7]1[N:8]([CH2:22][C:23]2[CH:28]=[CH:27][C:26](B3OC(C)(C)C(C)(C)O3)=[CH:25][CH:24]=2)[C:9]2[C:14]([C:15]=1[S:16][C:17]([CH3:20])([CH3:19])[CH3:18])=[CH:13][C:12]([OH:21])=[CH:11][CH:10]=2)[CH3:2].Cl[C:42]1[N:43]=[N:44][C:45]([O:48][CH3:49])=[CH:46][CH:47]=1.C(=O)([O-])[O-].[K+].[K+]. Product: [CH2:1]([O:3][C:4](=[O:40])[C:5]([CH3:38])([CH3:39])[CH2:6][C:7]1[N:8]([CH2:22][C:23]2[CH:24]=[CH:25][C:26]([C:42]3[N:43]=[N:44][C:45]([O:48][CH3:49])=[CH:46][CH:47]=3)=[CH:27][CH:28]=2)[C:9]2[C:14]([C:15]=1[S:16][C:17]([CH3:20])([CH3:18])[CH3:19])=[CH:13][C:12]([OH:21])=[CH:11][CH:10]=2)[CH3:2]. The catalyst class is: 104. (3) Reactant: [CH2:1]([O:8][C@@H:9]([C@@H:18]([O:40][CH2:41][C:42]1[CH:47]=[CH:46][CH:45]=[CH:44][CH:43]=1)[C@H:19]([O:32][CH2:33][C:34]1[CH:39]=[CH:38][CH:37]=[CH:36][CH:35]=1)[CH2:20][N:21]([O:24]CC1C=CC=CC=1)[CH:22]=[O:23])[CH2:10][CH2:11][P:12](=[O:17])(OC)[O:13]C)[C:2]1[CH:7]=[CH:6][CH:5]=[CH:4][CH:3]=1.N1C=CC=[CH:50][CH:49]=1.C[Si](Br)(C)C. Product: [CH2:49]([P:12]([CH2:11][CH2:10][C@@H:9]([O:8][CH2:1][C:2]1[CH:3]=[CH:4][CH:5]=[CH:6][CH:7]=1)[C@@H:18]([O:40][CH2:41][C:42]1[CH:47]=[CH:46][CH:45]=[CH:44][CH:43]=1)[C@H:19]([O:32][CH2:33][C:34]1[CH:35]=[CH:36][CH:37]=[CH:38][CH:39]=1)[CH2:20][N:21]([OH:24])[CH:22]=[O:23])(=[O:17])[OH:13])[CH3:50]. The catalyst class is: 2. (4) Reactant: [CH3:1][C:2]1[C:6]([CH:7]2[CH2:12][CH2:11][CH2:10][CH2:9][CH2:8]2)=[CH:5][S:4][CH:3]=1.[Br:13]N1C(=O)CCC1=O.O. Product: [Br:13][C:3]1[S:4][CH:5]=[C:6]([CH:7]2[CH2:8][CH2:9][CH2:10][CH2:11][CH2:12]2)[C:2]=1[CH3:1]. The catalyst class is: 3. (5) Reactant: [C:1]([O:5][C:6]([N:8]1[CH2:12][C@@H:11]([CH2:13][C:14]2[CH:19]=[CH:18][CH:17]=[CH:16][CH:15]=2)[C@H:10]([C:20](O)=[O:21])[CH2:9]1)=[O:7])([CH3:4])([CH3:3])[CH3:2].CSC.B.CO. Product: [C:1]([O:5][C:6]([N:8]1[CH2:9][C@@H:10]([CH2:20][OH:21])[C@H:11]([CH2:13][C:14]2[CH:15]=[CH:16][CH:17]=[CH:18][CH:19]=2)[CH2:12]1)=[O:7])([CH3:4])([CH3:2])[CH3:3]. The catalyst class is: 1. (6) Reactant: Br.C[O:3][C:4]1[CH:5]=[CH:6][C:7]2[C:19]3[C:18]4[CH:17]=[CH:16][N:15]=[CH:14][C:13]=4[C:12](=[O:20])[C:11]=3[C:10]([NH:21][CH2:22][CH2:23][N:24]([CH2:26][CH2:27][CH2:28][N:29]([CH2:31][CH2:32][NH:33][C:34]3[C:46]4[C:45](=[O:47])[C:44]5[CH:43]=[N:42][CH:41]=[CH:40][C:39]=5[C:38]=4[C:37]4[CH:48]=[CH:49][C:50]([O:52]C)=[CH:51][C:36]=4[N:35]=3)[CH3:30])[CH3:25])=[N:9][C:8]=2[CH:54]=1. Product: [OH:3][C:4]1[CH:5]=[CH:6][C:7]2[C:19]3[C:18]4[CH:17]=[CH:16][N:15]=[CH:14][C:13]=4[C:12](=[O:20])[C:11]=3[C:10]([NH:21][CH2:22][CH2:23][N:24]([CH2:26][CH2:27][CH2:28][N:29]([CH2:31][CH2:32][NH:33][C:34]3[C:46]4[C:45](=[O:47])[C:44]5[CH:43]=[N:42][CH:41]=[CH:40][C:39]=5[C:38]=4[C:37]4[CH:48]=[CH:49][C:50]([OH:52])=[CH:51][C:36]=4[N:35]=3)[CH3:30])[CH3:25])=[N:9][C:8]=2[CH:54]=1. The catalyst class is: 15. (7) Reactant: [Cl:1][S:2]([OH:5])(=O)=[O:3].[F:6][C:7]([F:25])([F:24])[C:8]([NH:10][C:11]1[CH:12]=[C:13]([CH2:17][CH2:18][C:19]([O:21][CH2:22][CH3:23])=[O:20])[CH:14]=[CH:15][CH:16]=1)=[O:9]. Product: [Cl:1][S:2]([C:14]1[CH:15]=[CH:16][C:11]([NH:10][C:8](=[O:9])[C:7]([F:25])([F:24])[F:6])=[CH:12][C:13]=1[CH2:17][CH2:18][C:19]([O:21][CH2:22][CH3:23])=[O:20])(=[O:5])=[O:3]. The catalyst class is: 2.